From a dataset of Full USPTO retrosynthesis dataset with 1.9M reactions from patents (1976-2016). Predict the reactants needed to synthesize the given product. Given the product [F:10][C:11]1[N:16]=[CH:15][C:14]([C:2]2[CH:9]=[CH:8][C:5]([C:6]#[N:7])=[CH:4][CH:3]=2)=[CH:13][CH:12]=1, predict the reactants needed to synthesize it. The reactants are: Br[C:2]1[CH:9]=[CH:8][C:5]([C:6]#[N:7])=[CH:4][CH:3]=1.[F:10][C:11]1[N:16]=[CH:15][C:14](B(O)O)=[CH:13][CH:12]=1.C(=O)([O-])[O-].[K+].[K+].O.